Dataset: Full USPTO retrosynthesis dataset with 1.9M reactions from patents (1976-2016). Task: Predict the reactants needed to synthesize the given product. (1) Given the product [CH2:21]([O:20][C:18](=[O:19])[CH2:17][O:10][C:6]1[CH:7]=[N:8][CH:9]=[C:4]([Cl:3])[C:5]=1[CH:11]([O:14][CH3:15])[O:12][CH3:13])[CH3:22], predict the reactants needed to synthesize it. The reactants are: [H-].[Na+].[Cl:3][C:4]1[C:5]([CH:11]([O:14][CH3:15])[O:12][CH3:13])=[C:6]([OH:10])[CH:7]=[N:8][CH:9]=1.Br[CH2:17][C:18]([O:20][CH2:21][CH3:22])=[O:19]. (2) Given the product [CH3:42][N:41]1[CH:43]=[C:44]([C:50]([O:52][CH2:53][CH3:54])=[O:51])[C:45](=[O:47])[C:29]2[CH:33]=[C:32]([CH2:34][N:35]3[CH2:36][CH2:37][O:38][CH2:39][CH2:40]3)[S:31][C:30]1=2, predict the reactants needed to synthesize it. The reactants are: O=P12OP3(OP(OP(O3)(O1)=O)(=O)O2)=O.FC(F)(F)C(O)=O.C(OC([C:29]1[CH:33]=[C:32]([CH2:34][N:35]2[CH2:40][CH2:39][O:38][CH2:37][CH2:36]2)[S:31][C:30]=1[N:41]([CH:43]=[C:44]([C:50]([O:52][CH2:53][CH3:54])=[O:51])[C:45]([O:47]CC)=O)[CH3:42])=O)(C)(C)C. (3) The reactants are: [CH2:1]([O:8][C@@H:9]1[C@@H:17]([CH:18]=[O:19])[O:16][C@H:15]2[C@H:11]([N:12]=[C:13]([N:20]([CH2:28][CH2:29][F:30])[C:21](=[O:27])[O:22][C:23]([CH3:26])([CH3:25])[CH3:24])[S:14]2)[C@H:10]1[O:31][CH2:32][C:33]1[CH:38]=[CH:37][CH:36]=[CH:35][CH:34]=1)[C:2]1[CH:7]=[CH:6][CH:5]=[CH:4][CH:3]=1.[CH3:39][Mg]Cl. Given the product [CH2:1]([O:8][C@@H:9]1[C@@H:17]([CH:18]([OH:19])[CH3:39])[O:16][C@H:15]2[C@H:11]([N:12]=[C:13]([N:20]([CH2:28][CH2:29][F:30])[C:21](=[O:27])[O:22][C:23]([CH3:24])([CH3:26])[CH3:25])[S:14]2)[C@H:10]1[O:31][CH2:32][C:33]1[CH:34]=[CH:35][CH:36]=[CH:37][CH:38]=1)[C:2]1[CH:3]=[CH:4][CH:5]=[CH:6][CH:7]=1, predict the reactants needed to synthesize it. (4) The reactants are: [C:1]([C:5]1[CH:9]=[C:8]([NH:10][C:11]([NH:13][CH2:14][C:15]2[CH:20]=[C:19]([F:21])[CH:18]=[CH:17][C:16]=2[CH2:22][O:23][C:24]2[CH:29]=[C:28]([CH3:30])[N:27]([CH2:31][C:32]3[CH:37]=[CH:36][CH:35]=[C:34]([O:38][CH3:39])[CH:33]=3)[C:26](=[O:40])[CH:25]=2)=[O:12])[N:7]([C:41]2[CH:46]=[CH:45][CH:44]=[C:43]([O:47][CH2:48][CH2:49][O:50]C3CCCCO3)[CH:42]=2)[N:6]=1)([CH3:4])([CH3:3])[CH3:2].O.C1(C)C=CC(S(O)(=O)=O)=CC=1. Given the product [C:1]([C:5]1[CH:9]=[C:8]([NH:10][C:11]([NH:13][CH2:14][C:15]2[CH:20]=[C:19]([F:21])[CH:18]=[CH:17][C:16]=2[CH2:22][O:23][C:24]2[CH:29]=[C:28]([CH3:30])[N:27]([CH2:31][C:32]3[CH:37]=[CH:36][CH:35]=[C:34]([O:38][CH3:39])[CH:33]=3)[C:26](=[O:40])[CH:25]=2)=[O:12])[N:7]([C:41]2[CH:46]=[CH:45][CH:44]=[C:43]([O:47][CH2:48][CH2:49][OH:50])[CH:42]=2)[N:6]=1)([CH3:2])([CH3:3])[CH3:4], predict the reactants needed to synthesize it. (5) Given the product [C:1]([C:5]1[CH:10]=[CH:9][C:8]([CH2:13][NH:14][C:15](=[O:18])[CH2:16][Cl:17])=[C:7]([OH:11])[CH:6]=1)([CH3:4])([CH3:2])[CH3:3], predict the reactants needed to synthesize it. The reactants are: [C:1]([C:5]1[CH:6]=[C:7]([OH:11])[CH:8]=[CH:9][CH:10]=1)([CH3:4])([CH3:3])[CH3:2].O[CH2:13][NH:14][C:15](=[O:18])[CH2:16][Cl:17].S(=O)(=O)(O)O.C([O-])(O)=O.[Na+]. (6) Given the product [C:16]([Si:19]([O:9][CH:3]([C:2]#[CH:1])[CH2:4][CH2:5][CH2:6][CH2:7][CH3:8])([CH3:21])[CH3:20])([CH3:18])([CH3:17])[CH3:15], predict the reactants needed to synthesize it. The reactants are: [CH:1]#[C:2][CH:3]([OH:9])[CH2:4][CH2:5][CH2:6][CH2:7][CH3:8].N1C=CN=C1.[CH3:15][C:16]([Si:19](Cl)([CH3:21])[CH3:20])([CH3:18])[CH3:17]. (7) Given the product [NH2:18][C:17]1[CH:16]=[CH:15][C:4]([C:5]([NH:7][CH:8]2[CH2:9][CH2:10][N:11]([CH3:14])[CH2:12][CH2:13]2)=[O:6])=[CH:3][C:2]=1[Cl:1], predict the reactants needed to synthesize it. The reactants are: [Cl:1][C:2]1[CH:3]=[C:4]([CH:15]=[CH:16][C:17]=1[N+:18]([O-])=O)[C:5]([NH:7][CH:8]1[CH2:13][CH2:12][N:11]([CH3:14])[CH2:10][CH2:9]1)=[O:6].CCO. (8) Given the product [CH2:1]([O:8][C:9]1[CH:16]=[CH:15][CH:14]=[CH:13][C:10]=1[C:11]1([NH2:12])[CH2:18][CH2:17]1)[C:2]1[CH:3]=[CH:4][CH:5]=[CH:6][CH:7]=1, predict the reactants needed to synthesize it. The reactants are: [CH2:1]([O:8][C:9]1[CH:16]=[CH:15][CH:14]=[CH:13][C:10]=1[C:11]#[N:12])[C:2]1[CH:7]=[CH:6][CH:5]=[CH:4][CH:3]=1.[CH2:17]([Mg]Br)[CH3:18].B(F)(F)F.CCOCC.